Dataset: Full USPTO retrosynthesis dataset with 1.9M reactions from patents (1976-2016). Task: Predict the reactants needed to synthesize the given product. (1) Given the product [CH2:21]([C:20]([C:17]1[CH:18]=[CH:19][C:14]([C:11]2[CH:10]=[CH:9][C:8]([CH2:7][CH2:6][C:5]([OH:48])=[O:4])=[CH:13][CH:12]=2)=[C:15]([CH3:47])[CH:16]=1)([C:25]1[CH:30]=[CH:29][C:28]([CH2:31][CH2:32][CH:33]([OH:38])[C:34]([CH3:36])([CH3:37])[CH3:35])=[C:27]([CH3:46])[CH:26]=1)[CH2:23][CH3:24])[CH3:22], predict the reactants needed to synthesize it. The reactants are: [OH-].[Na+].C[O:4][C:5](=[O:48])[CH2:6][CH2:7][C:8]1[CH:13]=[CH:12][C:11]([C:14]2[CH:19]=[CH:18][C:17]([C:20]([C:25]3[CH:30]=[CH:29][C:28]([CH2:31][CH2:32][CH:33]([O:38][Si](C(C)(C)C)(C)C)[C:34]([CH3:37])([CH3:36])[CH3:35])=[C:27]([CH3:46])[CH:26]=3)([CH2:23][CH3:24])[CH2:21][CH3:22])=[CH:16][C:15]=2[CH3:47])=[CH:10][CH:9]=1.P([O-])(O)(O)=O.[Na+].[F-].C([N+](CCCC)(CCCC)CCCC)CCC. (2) Given the product [CH:29]1([NH:28][C:26](=[O:27])[C:25]2[CH:32]=[CH:33][C:34]([CH3:35])=[C:23]([N:19]3[CH:20]=[CH:21][N:22]=[C:17]([NH:16][C:11]([CH2:14][CH3:15])([C:6]4[CH:7]=[CH:8][CH:9]=[CH:10][C:5]=4[O:4][CH2:3][CH2:2][NH:39][CH2:37][CH3:38])[CH2:12][CH3:13])[C:18]3=[O:36])[CH:24]=2)[CH2:31][CH2:30]1, predict the reactants needed to synthesize it. The reactants are: Cl[CH2:2][CH2:3][O:4][C:5]1[CH:10]=[CH:9][CH:8]=[CH:7][C:6]=1[C:11]([NH:16][C:17]1[C:18](=[O:36])[N:19]([C:23]2[CH:24]=[C:25]([CH:32]=[CH:33][C:34]=2[CH3:35])[C:26]([NH:28][CH:29]2[CH2:31][CH2:30]2)=[O:27])[CH:20]=[CH:21][N:22]=1)([CH2:14][CH3:15])[CH2:12][CH3:13].[CH2:37]([NH2:39])[CH3:38].